From a dataset of Full USPTO retrosynthesis dataset with 1.9M reactions from patents (1976-2016). Predict the reactants needed to synthesize the given product. (1) Given the product [C:36]([O:35][C:33]([NH:32][C@@H:4]([CH2:8][S:9][CH2:10][C:11]1[CH:16]=[CH:15][C:14]([C:17]2[CH:18]=[CH:19][C:20]([N:23]3[C:31]4[C:26](=[CH:27][CH:28]=[CH:29][CH:30]=4)[CH:25]=[CH:24]3)=[CH:21][CH:22]=2)=[CH:13][CH:12]=1)[C:5]([OH:7])=[O:6])=[O:34])([CH3:39])([CH3:37])[CH3:38], predict the reactants needed to synthesize it. The reactants are: [OH-].[Na+].C[C@:4]([NH:32][C:33]([O:35][C:36]([CH3:39])([CH3:38])[CH3:37])=[O:34])([CH2:8][S:9][CH2:10][C:11]1[CH:16]=[CH:15][C:14]([C:17]2[CH:22]=[CH:21][C:20]([N:23]3[C:31]4[C:26](=[CH:27][CH:28]=[CH:29][CH:30]=4)[CH:25]=[CH:24]3)=[CH:19][CH:18]=2)=[CH:13][CH:12]=1)[C:5]([O-:7])=[O:6].Cl. (2) The reactants are: [F:1][C:2]1([F:18])[CH2:6][CH2:5][C@@H:4]([NH:7][C@H:8]([CH2:16][CH3:17])[C:9]([O:11][C:12](C)(C)C)=[O:10])[CH2:3]1.Cl. Given the product [F:1][C:2]1([F:18])[CH2:6][CH2:5][C@@H:4]([NH:7][C@H:8]([CH2:16][CH3:17])[C:9]([O:11][CH3:12])=[O:10])[CH2:3]1, predict the reactants needed to synthesize it. (3) Given the product [CH2:1]([O:8][C:9]1[CH:14]=[CH:13][C:12]([CH2:15][CH2:16][C:17]([OH:19])=[O:18])=[C:11]([Cl:24])[CH:10]=1)[C:2]1[CH:3]=[CH:4][CH:5]=[CH:6][CH:7]=1, predict the reactants needed to synthesize it. The reactants are: [CH2:1]([O:8][C:9]1[CH:14]=[CH:13][C:12]([CH2:15][CH2:16][C:17]([O:19]C(C)(C)C)=[O:18])=[C:11]([Cl:24])[CH:10]=1)[C:2]1[CH:7]=[CH:6][CH:5]=[CH:4][CH:3]=1.FC(F)(F)C(O)=O. (4) Given the product [C:30]1([NH:29][C:28]([C:12]2[N:11]([CH:37]([CH3:39])[CH3:38])[C:10]([CH2:9][CH2:8][CH:7]3[CH2:6][C@@H:5]([OH:41])[CH2:4][C:3](=[O:2])[O:49]3)=[C:14]([C:15]3[CH:20]=[CH:19][C:18]([F:21])=[CH:17][CH:16]=3)[C:13]=2[C:22]2[CH:27]=[CH:26][CH:25]=[CH:24][CH:23]=2)=[O:36])[CH:35]=[CH:34][CH:33]=[CH:32][CH:31]=1, predict the reactants needed to synthesize it. The reactants are: C[O:2][C:3](=[O:49])[CH2:4][C@H:5]([O:41][Si](C(C)(C)C)(C)C)[CH2:6][CH:7](O)[CH2:8][CH2:9][C:10]1[N:11]([CH:37]([CH3:39])[CH3:38])[C:12]([C:28](=[O:36])[NH:29][C:30]2[CH:35]=[CH:34][CH:33]=[CH:32][CH:31]=2)=[C:13]([C:22]2[CH:27]=[CH:26][CH:25]=[CH:24][CH:23]=2)[C:14]=1[C:15]1[CH:20]=[CH:19][C:18]([F:21])=[CH:17][CH:16]=1.F.